Dataset: Full USPTO retrosynthesis dataset with 1.9M reactions from patents (1976-2016). Task: Predict the reactants needed to synthesize the given product. Given the product [CH2:11]([C:2]1[S:1][CH:5]=[CH:4][CH:3]=1)[CH:12]([CH3:15])[CH3:13], predict the reactants needed to synthesize it. The reactants are: [S:1]1[CH:5]=[CH:4][CH:3]=[CH:2]1.[Li]CCCC.[CH3:11][CH:12]([CH3:15])[CH2:13]I.O.